This data is from Forward reaction prediction with 1.9M reactions from USPTO patents (1976-2016). The task is: Predict the product of the given reaction. (1) The product is: [O:7]1[C:1]2[CH:6]=[CH:5][CH:4]=[CH:3][C:2]=2[CH:10]=[CH:9][NH:8]1. Given the reactants [C:1]1([OH:7])[CH:6]=[CH:5][CH:4]=[CH:3][CH:2]=1.[NH2:8][C:9]1C=CC=C[CH:10]=1.C=O, predict the reaction product. (2) Given the reactants [NH2:1][C:2]1[CH:3]=[CH:4][C:5]([F:19])=[C:6]([C@:8]2([CH3:18])[C:14]([F:16])([F:15])[CH2:13][O:12][CH2:11][C:10]([NH2:17])=[N:9]2)[CH:7]=1.[CH3:20][S:21][C:22]1[N:23]=[CH:24][C:25]([C:28]([OH:30])=[O:29])=[N:26][CH:27]=1, predict the reaction product. The product is: [CH:28]([OH:30])=[O:29].[NH2:17][C:10]1[CH2:11][O:12][CH2:13][C:14]([F:15])([F:16])[C@:8]([C:6]2[CH:7]=[C:2]([NH:1][C:28]([C:25]3[CH:24]=[N:23][C:22]([S:21][CH3:20])=[CH:27][N:26]=3)=[O:29])[CH:3]=[CH:4][C:5]=2[F:19])([CH3:18])[N:9]=1. (3) The product is: [CH3:25][O:17][C:16](=[O:18])[C:15]1[CH:14]=[CH:13][C:12]([NH:11][C:7]2[CH:6]=[C:5]([O:4][CH:1]3[CH2:3][CH2:2]3)[N:10]=[CH:9][N:8]=2)=[CH:20][CH:19]=1. Given the reactants [CH:1]1([O:4][C:5]2[N:10]=[CH:9][N:8]=[C:7]([NH:11][C:12]3[CH:20]=[CH:19][C:15]([C:16]([OH:18])=[O:17])=[CH:14][CH:13]=3)[CH:6]=2)[CH2:3][CH2:2]1.S(Cl)(Cl)=O.[CH3:25]O.O, predict the reaction product. (4) Given the reactants [CH2:1]([N:8]1[C:17]2[C:12](=[CH:13][CH:14]=[C:15]([OH:18])[CH:16]=2)[CH2:11][CH2:10][CH2:9]1)[C:2]1[CH:7]=[CH:6][CH:5]=[CH:4][CH:3]=1.C(N(CC)CC)C.[F:26][C:27]1[CH:32]=[CH:31][C:30]([N:33]=[C:34]=[O:35])=[CH:29][CH:28]=1, predict the reaction product. The product is: [F:26][C:27]1[CH:32]=[CH:31][C:30]([NH:33][C:34](=[O:35])[O:18][C:15]2[CH:16]=[C:17]3[C:12]([CH2:11][CH2:10][CH2:9][N:8]3[CH2:1][C:2]3[CH:3]=[CH:4][CH:5]=[CH:6][CH:7]=3)=[CH:13][CH:14]=2)=[CH:29][CH:28]=1.